The task is: Regression/Classification. Given a drug SMILES string, predict its absorption, distribution, metabolism, or excretion properties. Task type varies by dataset: regression for continuous measurements (e.g., permeability, clearance, half-life) or binary classification for categorical outcomes (e.g., BBB penetration, CYP inhibition). Dataset: cyp2d6_veith.. This data is from CYP2D6 inhibition data for predicting drug metabolism from PubChem BioAssay. (1) The drug is COC(=O)CNC(=O)C(C)NC(=O)CNC(=O)OCc1ccccc1. The result is 0 (non-inhibitor). (2) The molecule is NCCc1ccc(S(=O)(=O)F)cc1. The result is 1 (inhibitor). (3) The drug is CCC(=O)Nc1nnc(SCC(=O)c2ccc3c(c2)Cc2ccccc2-3)s1. The result is 0 (non-inhibitor). (4) The result is 0 (non-inhibitor). The drug is COCCn1c(C(=O)N2CCCC2)cc2c1C[C@H]1CN(C(=O)c3ccccc3)[C@@](Cc3ccc(F)cc3)(C(=O)OC)[C@@H]21. (5) The drug is COCc1nc2c([nH]1)c(=O)n(C)c(=O)n2CC(C)C. The result is 0 (non-inhibitor). (6) The molecule is C=CCn1ncc(OC)c(Cl)c1=O. The result is 0 (non-inhibitor).